Task: Regression. Given a peptide amino acid sequence and an MHC pseudo amino acid sequence, predict their binding affinity value. This is MHC class I binding data.. Dataset: Peptide-MHC class I binding affinity with 185,985 pairs from IEDB/IMGT (1) The peptide sequence is VVRVRRELL. The MHC is HLA-B46:01 with pseudo-sequence HLA-B46:01. The binding affinity (normalized) is 0.0847. (2) The peptide sequence is KRLQILGYL. The MHC is HLA-B27:05 with pseudo-sequence HLA-B27:05. The binding affinity (normalized) is 0.508. (3) The peptide sequence is RRVRRRVLV. The MHC is HLA-B44:02 with pseudo-sequence HLA-B44:02. The binding affinity (normalized) is 0.213. (4) The peptide sequence is HLESLFTAV. The MHC is Patr-A0701 with pseudo-sequence Patr-A0701. The binding affinity (normalized) is 0.335. (5) The peptide sequence is VATDPDADAI. The MHC is HLA-A02:01 with pseudo-sequence HLA-A02:01. The binding affinity (normalized) is 0. (6) The peptide sequence is NWASVKKDLI. The MHC is HLA-A23:01 with pseudo-sequence HLA-A23:01. The binding affinity (normalized) is 0.477.